From a dataset of Catalyst prediction with 721,799 reactions and 888 catalyst types from USPTO. Predict which catalyst facilitates the given reaction. (1) Reactant: [CH2:1]([O:8][C:9]1[CH:14]=[CH:13][C:12]([N+:15]([O-:17])=[O:16])=[CH:11][C:10]=1[NH:18][C:19]1[C:24]([F:25])=[CH:23][N:22]=[C:21](Cl)[N:20]=1)[C:2]1[CH:7]=[CH:6][CH:5]=[CH:4][CH:3]=1.[CH3:27][O:28][CH2:29][CH2:30][O:31][C:32]1[CH:38]=[CH:37][C:35]([NH2:36])=[CH:34][CH:33]=1.C([O-])([O-])=O.[Cs+].[Cs+].CC1(C)C2C(=C(P(C3C=CC=CC=3)C3C=CC=CC=3)C=CC=2)OC2C(P(C3C=CC=CC=3)C3C=CC=CC=3)=CC=CC1=2. Product: [CH2:1]([O:8][C:9]1[CH:14]=[CH:13][C:12]([N+:15]([O-:17])=[O:16])=[CH:11][C:10]=1[NH:18][C:19]1[C:24]([F:25])=[CH:23][N:22]=[C:21]([NH:36][C:35]2[CH:34]=[CH:33][C:32]([O:31][CH2:30][CH2:29][O:28][CH3:27])=[CH:38][CH:37]=2)[N:20]=1)[C:2]1[CH:7]=[CH:6][CH:5]=[CH:4][CH:3]=1. The catalyst class is: 12. (2) Reactant: [CH3:1][C:2]([C:4]1[CH:9]=[CH:8][CH:7]=[C:6]([I:10])[CH:5]=1)=[O:3].[BH4-].[Na+].O.[Cl-].[NH4+]. Product: [I:10][C:6]1[CH:5]=[C:4]([CH:2]([OH:3])[CH3:1])[CH:9]=[CH:8][CH:7]=1. The catalyst class is: 5. (3) Reactant: FC(F)(F)C(O)=O.[F:8][C:9]1[CH:10]=[C:11]([CH2:16][C@H:17]([NH:38]C(=O)OCC2C=CC=CC=2)[C@H:18]([OH:37])[CH2:19][NH:20][CH2:21][C:22]2[CH:27]=[C:26]([C:28]([F:31])([F:30])[F:29])[CH:25]=[CH:24][C:23]=2[CH2:32][CH2:33][CH2:34][CH:35]=[CH2:36])[CH:12]=[C:13]([F:15])[CH:14]=1.O.[OH-].[Ba+2].[OH-]. Product: [NH2:38][C@@H:17]([CH2:16][C:11]1[CH:12]=[C:13]([F:15])[CH:14]=[C:9]([F:8])[CH:10]=1)[C@H:18]([OH:37])[CH2:19][NH:20][CH2:21][C:22]1[CH:27]=[C:26]([C:28]([F:29])([F:30])[F:31])[CH:25]=[CH:24][C:23]=1[CH2:32][CH2:33][CH2:34][CH:35]=[CH2:36]. The catalyst class is: 149. (4) Reactant: N[C:2]1[C:6]2[C:7](=[O:17])[NH:8][C:9]([C:11]3[CH:16]=[CH:15][N:14]=[CH:13][CH:12]=3)=[CH:10][C:5]=2[NH:4][N:3]=1.P(=O)(O)(O)O.N([O-])=O.[Na+].[K].C(=O)([O-])[O-]. Product: [N:14]1[CH:15]=[CH:16][C:11]([C:9]2[NH:8][C:7](=[O:17])[C:6]3[CH:2]=[N:3][NH:4][C:5]=3[CH:10]=2)=[CH:12][CH:13]=1. The catalyst class is: 6. (5) Reactant: [CH3:1][O:2][C:3](=[O:21])[C:4]([NH:7][C:8]([C:10]1[CH:19]=[CH:18][C:17]2[C:12](=[CH:13][CH:14]=[CH:15][CH:16]=2)[C:11]=1[OH:20])=[O:9])([CH3:6])[CH3:5].[Cl:22][C:23]1[CH:24]=[C:25]([CH2:30]O)[CH:26]=[N:27][C:28]=1[Cl:29].C1(P(C2C=CC=CC=2)C2C=CC=CC=2)C=CC=CC=1.CC(OC(/N=N/C(OC(C)C)=O)=O)C. The catalyst class is: 1. Product: [CH3:1][O:2][C:3](=[O:21])[C:4]([NH:7][C:8]([C:10]1[CH:19]=[CH:18][C:17]2[C:12](=[CH:13][CH:14]=[CH:15][CH:16]=2)[C:11]=1[O:20][CH2:30][C:25]1[CH:26]=[N:27][C:28]([Cl:29])=[C:23]([Cl:22])[CH:24]=1)=[O:9])([CH3:6])[CH3:5]. (6) Product: [F:14][C:15]1[CH:16]=[C:17]([N+:22]([O-:24])=[O:23])[CH:18]=[CH:19][C:20]=1[N:5]1[CH:6]=[C:2]([CH3:1])[N:3]=[N:4]1. Reactant: [CH3:1][C:2]1[N:3]=[N:4][NH:5][CH:6]=1.OP([O-])([O-])=O.[K+].[K+].[F:14][C:15]1[CH:16]=[C:17]([N+:22]([O-:24])=[O:23])[CH:18]=[CH:19][C:20]=1F. The catalyst class is: 3.